From a dataset of Full USPTO retrosynthesis dataset with 1.9M reactions from patents (1976-2016). Predict the reactants needed to synthesize the given product. (1) Given the product [C:48](=[O:29])([OH:49])[NH2:50].[C:65](=[O:68])([OH:64])[NH2:45].[CH3:63][O:64][C:65](=[O:68])[CH2:66][NH2:67], predict the reactants needed to synthesize it. The reactants are: C/C(/CC/C=C(\C)/CO)=C\C=C\C(\C)=C\C=C\C(\C)=C\C=C\C=C(/C)\C=C\C=C(/C)\C=C\C=C(/C)\CC/C=C(\C)/C[OH:29].C1N=C[N:45]([C:48]([N:50]2C=NC=C2)=[O:49])C=1.C(N(CC)CC)C.Cl.[CH3:63][O:64][C:65](=[O:68])[CH2:66][NH2:67]. (2) The reactants are: [CH3:1][C:2]([CH3:77])=[CH:3][CH2:4][CH2:5][C@:6]([O:54][C@@H:55]1[O:60][C@H:59]([CH2:61][O:62][C@@H]2O[C@H](CO)[C@@H](O)[C@H](O)[C@H]2O)[C@@H:58]([OH:74])[C@H:57]([OH:75])[C@H:56]1[OH:76])([C@@H:8]1[C@H:12]2[C@H:13]([OH:52])[CH2:14][C@@H:15]3[C@@:20]4([CH3:50])[CH2:21][CH2:22][C@H:23]([O:27][C@@H:28]5[O:33][C@H:32]([CH2:34][OH:35])[C@@H:31]([OH:36])[C@H:30]([OH:37])[C@H:29]5[O:38][C@@H]5O[C@H](CO)[C@@H](O)[C@H](O)[C@H]5O)[C:24]([CH3:26])([CH3:25])[C@@H:19]4[CH2:18][CH2:17][C@@:16]3([CH3:51])[C@:11]2([CH3:53])[CH2:10][CH2:9]1)[CH3:7]. Given the product [CH3:1][C:2]([CH3:77])=[CH:3][CH2:4][CH2:5][C@:6]([O:54][C@@H:55]1[O:60][C@H:59]([CH2:61][OH:62])[C@@H:58]([OH:74])[C@H:57]([OH:75])[C@H:56]1[OH:76])([C@@H:8]1[C@H:12]2[C@H:13]([OH:52])[CH2:14][C@@H:15]3[C@@:20]4([CH3:50])[CH2:21][CH2:22][C@H:23]([O:27][C@@H:28]5[O:33][C@H:32]([CH2:34][OH:35])[C@@H:31]([OH:36])[C@H:30]([OH:37])[C@H:29]5[OH:38])[C:24]([CH3:25])([CH3:26])[C@@H:19]4[CH2:18][CH2:17][C@@:16]3([CH3:51])[C@:11]2([CH3:53])[CH2:10][CH2:9]1)[CH3:7], predict the reactants needed to synthesize it. (3) Given the product [C:15]([O:14][C:12]([N:8]1[C:9]2[C:4](=[CH:3][C:2]([B:27]([OH:30])[OH:28])=[CH:11][CH:10]=2)[C:5]([CH3:21])=[CH:6][C:7]1([CH3:20])[CH3:19])=[O:13])([CH3:18])([CH3:17])[CH3:16], predict the reactants needed to synthesize it. The reactants are: Br[C:2]1[CH:3]=[C:4]2[C:9](=[CH:10][CH:11]=1)[N:8]([C:12]([O:14][C:15]([CH3:18])([CH3:17])[CH3:16])=[O:13])[C:7]([CH3:20])([CH3:19])[CH:6]=[C:5]2[CH3:21].C([Li])(C)(C)C.[B:27](OC)([O:30]C)[O:28]C.